From a dataset of Catalyst prediction with 721,799 reactions and 888 catalyst types from USPTO. Predict which catalyst facilitates the given reaction. (1) Reactant: C[O:2][C:3](=[O:31])[C:4]1[CH:9]=[C:8]([O:10][CH2:11][CH2:12][CH2:13][O:14][C:15]2[C:16]3[C:23]([C:24]4[CH:29]=[CH:28][C:27]([F:30])=[CH:26][CH:25]=4)=[CH:22][S:21][C:17]=3[N:18]=[CH:19][N:20]=2)[CH:7]=[N:6][CH:5]=1.[OH-].[Li+].Cl. Product: [F:30][C:27]1[CH:28]=[CH:29][C:24]([C:23]2[C:16]3[C:15]([O:14][CH2:13][CH2:12][CH2:11][O:10][C:8]4[CH:7]=[N:6][CH:5]=[C:4]([CH:9]=4)[C:3]([OH:31])=[O:2])=[N:20][CH:19]=[N:18][C:17]=3[S:21][CH:22]=2)=[CH:25][CH:26]=1. The catalyst class is: 38. (2) Reactant: [NH2:1][C:2]1[N:11]=[CH:10][C:9]2[C:4](=[C:5]([O:18][CH3:19])[CH:6]=[CH:7][C:8]=2[C:12]2[CH:17]=[CH:16][CH:15]=[CH:14][CH:13]=2)[N:3]=1.[Br:20]Br.[Na]. Product: [NH2:1][C:2]1[N:11]=[CH:10][C:9]2[C:4](=[C:5]([O:18][CH3:19])[C:6]([Br:20])=[CH:7][C:8]=2[C:12]2[CH:17]=[CH:16][CH:15]=[CH:14][CH:13]=2)[N:3]=1. The catalyst class is: 15. (3) Reactant: [Br:1][C:2]1[CH:3]=[C:4]([CH:9]=[CH:10][C:11]=1[OH:12])[C:5]([O:7][CH3:8])=[O:6].Br[CH:14]([CH3:16])[CH3:15].[I-].[K+].C(=O)([O-])[O-].[K+].[K+]. Product: [Br:1][C:2]1[CH:3]=[C:4]([CH:9]=[CH:10][C:11]=1[O:12][CH:14]([CH3:16])[CH3:15])[C:5]([O:7][CH3:8])=[O:6]. The catalyst class is: 9. (4) Reactant: [CH3:1][O:2][C:3]1[N:4]=[CH:5][C:6]2[S:12][CH2:11][CH2:10][N:9]([CH2:13][C:14]3[CH:23]=[CH:22][C:17]([C:18]([O:20]C)=[O:19])=[CH:16][CH:15]=3)[CH2:8][C:7]=2[N:24]=1.[OH-].[Li+].CO.C1COCC1. Product: [CH3:1][O:2][C:3]1[N:4]=[CH:5][C:6]2[S:12][CH2:11][CH2:10][N:9]([CH2:13][C:14]3[CH:23]=[CH:22][C:17]([C:18]([OH:20])=[O:19])=[CH:16][CH:15]=3)[CH2:8][C:7]=2[N:24]=1. The catalyst class is: 6. (5) Reactant: [F:1][C:2]1[CH:7]=[CH:6][CH:5]=[C:4]([F:8])[C:3]=1[N:9]1[C:14]2[N:15]=[C:16](S(C)(=O)=O)[N:17]=[C:18]([C:19]3[CH:20]=[C:21]([CH:26]=[CH:27][C:28]=3[CH3:29])[C:22]([NH:24][CH3:25])=[O:23])[C:13]=2[CH2:12][NH:11][C:10]1=[O:34].[N:35]1([CH:41]2[CH2:46][CH2:45][NH:44][CH2:43][CH2:42]2)[CH2:40][CH2:39][CH2:38][CH2:37][CH2:36]1. Product: [NH4+:9].[OH-:23].[N:35]1([CH:41]2[CH2:46][CH2:45][N:44]([C:16]3[N:17]=[C:18]([C:19]4[CH:20]=[C:21]([CH:26]=[CH:27][C:28]=4[CH3:29])[C:22]([NH:24][CH3:25])=[O:23])[C:13]4[CH2:12][NH:11][C:10](=[O:34])[N:9]([C:3]5[C:2]([F:1])=[CH:7][CH:6]=[CH:5][C:4]=5[F:8])[C:14]=4[N:15]=3)[CH2:43][CH2:42]2)[CH2:40][CH2:39][CH2:38][CH2:37][CH2:36]1. The catalyst class is: 1. (6) Reactant: [CH3:1][O:2][N:3]([CH3:22])[C:4]([C:6]1[CH:21]=[CH:20][C:9]2[S:10][C:11]3[CH:19]=[CH:18][CH:17]=[CH:16][C:12]=3[C:13](Cl)=[N:14][C:8]=2[CH:7]=1)=[O:5].[CH2:23]1[CH2:27]O[CH2:25][CH2:24]1.[Cl-].[Mg+2].[Cl-]. Product: [CH3:1][O:2][N:3]([CH3:22])[C:4]([C:6]1[CH:21]=[CH:20][C:9]2[S:10][C:11]3[CH:19]=[CH:18][CH:17]=[CH:16][C:12]=3[C:13]([CH2:27][CH2:23][CH2:24][CH3:25])=[N:14][C:8]=2[CH:7]=1)=[O:5]. The catalyst class is: 60.